Dataset: CYP2C9 inhibition data for predicting drug metabolism from PubChem BioAssay. Task: Regression/Classification. Given a drug SMILES string, predict its absorption, distribution, metabolism, or excretion properties. Task type varies by dataset: regression for continuous measurements (e.g., permeability, clearance, half-life) or binary classification for categorical outcomes (e.g., BBB penetration, CYP inhibition). Dataset: cyp2c9_veith. (1) The molecule is CN(C)CC/C=C1\c2ccccc2CSc2ccccc21. The result is 0 (non-inhibitor). (2) The drug is CN(C)CCNc1oc(COc2ccc(Cl)cc2Cl)nc1C#N. The result is 0 (non-inhibitor). (3) The compound is O=C(c1sc2ccccc2c1Cl)N(Cc1ccccc1)C1CCS(=O)(=O)C1. The result is 1 (inhibitor). (4) The molecule is O=C(c1cnccn1)N1CCC[C@@]2(CCN(Cc3nccs3)C2)C1. The result is 0 (non-inhibitor). (5) The compound is C[C@H](CO)NC(=O)[C@H]1C[C@@H]1[C@H](NP(=O)(c1ccccc1)c1ccccc1)c1ccccc1. The result is 0 (non-inhibitor). (6) The compound is O=C(c1csnn1)N1CCC[C@@]2(CCN(c3ccccc3)C2)C1. The result is 0 (non-inhibitor).